This data is from Reaction yield outcomes from USPTO patents with 853,638 reactions. The task is: Predict the reaction yield, written as a fraction of the theoretical maximum amount of product (1.0 means a 100% yield; for example, 0.34 means a 34% yield). (1) The reactants are [P:1]([O-:12])([O:7][C:8]([CH3:11])([CH3:10])[CH3:9])[O:2][C:3]([CH3:6])([CH3:5])[CH3:4].[H-].[Na+].[N:15]1[CH:20]=[CH:19][CH:18]=[C:17]([CH:21]=[O:22])[CH:16]=1. The catalyst is C1COCC1. The product is [C:3]([O:2][P:1]([CH:21]([OH:22])[C:17]1[CH:16]=[N:15][CH:20]=[CH:19][CH:18]=1)(=[O:12])[O:7][C:8]([CH3:11])([CH3:10])[CH3:9])([CH3:5])([CH3:6])[CH3:4]. The yield is 0.290. (2) The reactants are [CH3:1][C:2]([CH3:7])([CH3:6])[CH2:3][CH:4]=O.[CH3:8][C:9]1[CH:25]=[C:24]([C:26]([N:28]2[CH2:37][C:36]3[CH:35]=[N:34][N:33]([CH3:38])[C:32]=3[NH:31][C:30]3[CH:39]=[CH:40][CH:41]=[CH:42][C:29]2=3)=[O:27])[CH:23]=[CH:22][C:10]=1[CH2:11][NH:12][C:13](=[O:21])[CH2:14][CH:15]1[CH2:20][CH2:19][NH:18][CH2:17][CH2:16]1.C([BH3-])#N.[Na+]. The catalyst is CO.C(O)(=O)C. The product is [CH3:1][C:2]([CH3:7])([CH3:6])[CH2:3][CH2:4][N:18]1[CH2:17][CH2:16][CH:15]([CH2:14][C:13]([NH:12][CH2:11][C:10]2[CH:22]=[CH:23][C:24]([C:26]([N:28]3[CH2:37][C:36]4[CH:35]=[N:34][N:33]([CH3:38])[C:32]=4[NH:31][C:30]4[CH:39]=[CH:40][CH:41]=[CH:42][C:29]3=4)=[O:27])=[CH:25][C:9]=2[CH3:8])=[O:21])[CH2:20][CH2:19]1. The yield is 0.750. (3) The reactants are [CH:1]1([CH2:6][C@@H:7]2[CH2:10][N:9]([O:11][CH2:12][C:13]3C=C[CH:16]=[CH:15][CH:14]=3)[C:8]2=[O:19])[CH2:5][CH2:4][CH2:3][CH2:2]1.[O:20]1C=CCCC1.C1(C)C=CC(S([O-])(=O)=O)=CC=1.[NH+]1C=CC=CC=1. The catalyst is C(O)C. The product is [CH:1]1([CH2:6][C@@H:7]2[CH2:10][N:9]([O:11][CH:12]3[CH2:13][CH2:14][CH2:15][CH2:16][O:20]3)[C:8]2=[O:19])[CH2:5][CH2:4][CH2:3][CH2:2]1. The yield is 1.00. (4) The reactants are [C:1]([NH:5][S:6]([C:9]1[CH:14]=[CH:13][CH:12]=[CH:11][CH:10]=1)(=[O:8])=[O:7])([CH3:4])([CH3:3])[CH3:2].C([Li])(C)(C)C.[CH2:20]([N:27]1[CH2:31][CH2:30][C:29](=[O:32])[CH2:28]1)[C:21]1[CH:26]=[CH:25][CH:24]=[CH:23][CH:22]=1. The catalyst is CCCCC.CCOCC. The product is [CH2:20]([N:27]1[CH2:31][CH2:30][C:29]([C:10]2[CH:11]=[CH:12][CH:13]=[CH:14][C:9]=2[S:6]([NH:5][C:1]([CH3:4])([CH3:2])[CH3:3])(=[O:8])=[O:7])([OH:32])[CH2:28]1)[C:21]1[CH:22]=[CH:23][CH:24]=[CH:25][CH:26]=1. The yield is 0.390. (5) The reactants are [BH4-].[Na+].[F:3][C:4]1[CH:5]=[C:6]([CH:9]=[CH:10][C:11]=1[O:12][C:13]1[CH:18]=[CH:17][N:16]=[C:15]([C:19]([F:22])([F:21])[F:20])[CH:14]=1)[CH:7]=[O:8]. The catalyst is CO. The product is [F:3][C:4]1[CH:5]=[C:6]([CH2:7][OH:8])[CH:9]=[CH:10][C:11]=1[O:12][C:13]1[CH:18]=[CH:17][N:16]=[C:15]([C:19]([F:20])([F:21])[F:22])[CH:14]=1. The yield is 0.480. (6) The reactants are [C:1](O)(C(F)(F)F)=[O:2].[CH2:8]([N:10]([CH2:36][CH3:37])[C:11]([C:13]1[CH:14]=[CH:15][C:16]2[N:17]([CH:27]3[CH2:33][CH:32]4[N:34](C)[CH:29]([CH2:30][CH2:31]4)[CH2:28]3)[C:18]3[C:23]([O:24][C:25]=2[CH:26]=1)=[CH:22][CH:21]=[CH:20][CH:19]=3)=[O:12])[CH3:9].ClC(OC(Cl)C)=O. The catalyst is C(Cl)Cl. The product is [CH2:8]([N:10]([CH2:36][CH3:37])[C:11]([C:13]1[CH:14]=[CH:15][C:16]2[N:17]([CH:27]3[CH2:33][CH:32]4[NH:34][CH:29]([CH2:30][CH2:31]4)[CH2:28]3)[C:18]3[C:23]([O:24][C:25]=2[CH:26]=1)=[C:22]([O:2][CH3:1])[CH:21]=[CH:20][CH:19]=3)=[O:12])[CH3:9]. The yield is 0.448. (7) The reactants are [Br:1][C:2]1[S:6][C:5]([S:7](Cl)(=[O:9])=[O:8])=[CH:4][CH:3]=1.[NH2:11][C@H:12]([CH2:17][OH:18])[C@H:13]([CH2:15][CH3:16])[CH3:14].C(N(CC)CC)C.CCOC(C)=O.CCCCCC. The catalyst is C(Cl)Cl. The product is [Br:1][C:2]1[S:6][C:5]([S:7]([NH:11][C@H:12]([CH2:17][OH:18])[C@@H:13]([CH3:14])[CH2:15][CH3:16])(=[O:9])=[O:8])=[CH:4][CH:3]=1. The yield is 0.705. (8) The reactants are [C:1]([C:5]1[O:9][N:8]=[C:7]([NH2:10])[CH:6]=1)([CH3:4])([CH3:3])[CH3:2].Br[CH2:12][CH2:13][CH2:14][CH3:15]. No catalyst specified. The product is [C:1]([C:5]1[O:9][N:8]([CH2:12][CH2:13][CH2:14][CH3:15])[C:7](=[NH:10])[CH:6]=1)([CH3:4])([CH3:3])[CH3:2]. The yield is 0.990. (9) The reactants are [Br:1][C:2]1[CH:7]=[CH:6][C:5]([C@H:8]([NH2:10])[CH3:9])=[CH:4][CH:3]=1.[CH2:11]([S:13](Cl)(=[O:15])=[O:14])[CH3:12].N1C=CC=CC=1. The catalyst is C(Cl)Cl. The product is [Br:1][C:2]1[CH:7]=[CH:6][C:5]([C@H:8]([NH:10][S:13]([CH2:11][CH3:12])(=[O:15])=[O:14])[CH3:9])=[CH:4][CH:3]=1. The yield is 0.580. (10) The reactants are [CH3:1][O:2][C:3]([C:5]1[CH:6]=[C:7](I)[CH:8]=[C:9]2[C:14]=1[O:13][C:12]([CH3:16])([CH3:15])[CH:11]=[CH:10]2)=[O:4].[Cl:18][C:19]1[CH:20]=[C:21](B(O)O)[CH:22]=[CH:23][C:24]=1[C:25](=[O:28])[NH:26][CH3:27].C(=O)([O-])[O-].[Na+].[Na+]. The catalyst is C(O)C.C1(C)C=CC=CC=1.C1C=CC([P]([Pd]([P](C2C=CC=CC=2)(C2C=CC=CC=2)C2C=CC=CC=2)([P](C2C=CC=CC=2)(C2C=CC=CC=2)C2C=CC=CC=2)[P](C2C=CC=CC=2)(C2C=CC=CC=2)C2C=CC=CC=2)(C2C=CC=CC=2)C2C=CC=CC=2)=CC=1. The product is [CH3:1][O:2][C:3]([C:5]1[CH:6]=[C:7]([C:21]2[CH:22]=[CH:23][C:24]([C:25](=[O:28])[NH:26][CH3:27])=[C:19]([Cl:18])[CH:20]=2)[CH:8]=[C:9]2[C:14]=1[O:13][C:12]([CH3:16])([CH3:15])[CH:11]=[CH:10]2)=[O:4]. The yield is 0.740.